Dataset: Catalyst prediction with 721,799 reactions and 888 catalyst types from USPTO. Task: Predict which catalyst facilitates the given reaction. (1) Reactant: [CH3:1][C:2]1[CH:10]=[C:9]2[C:5]([C:6]([C:11]3[N:12]=[C:13]4[C:19]([C:20]([OH:22])=O)=[CH:18][NH:17][C:14]4=[N:15][CH:16]=3)=[N:7][NH:8]2)=[CH:4][CH:3]=1.CCN=C=NCCCN(C)C.CCN(C(C)C)C(C)C.[NH2:43][C:44]1([CH3:56])[CH2:48][CH2:47][N:46]([C:49]([O:51][C:52]([CH3:55])([CH3:54])[CH3:53])=[O:50])[CH2:45]1. Product: [CH3:56][C:44]1([NH:43][C:20]([C:19]2[C:13]3[C:14](=[N:15][CH:16]=[C:11]([C:6]4[C:5]5[C:9](=[CH:10][C:2]([CH3:1])=[CH:3][CH:4]=5)[NH:8][N:7]=4)[N:12]=3)[NH:17][CH:18]=2)=[O:22])[CH2:48][CH2:47][N:46]([C:49]([O:51][C:52]([CH3:55])([CH3:54])[CH3:53])=[O:50])[CH2:45]1. The catalyst class is: 792. (2) Reactant: [Cl:1][C:2]1[C:3]2[C:10](I)=[CH:9][NH:8][C:4]=2[N:5]=[CH:6][N:7]=1.C([Li])CCC.[O:17]1[CH2:22][CH2:21][CH2:20][C:19](=[O:23])[CH2:18]1. Product: [Cl:1][C:2]1[C:3]2[C:10]([C:19]3([OH:23])[CH2:20][CH2:21][CH2:22][O:17][CH2:18]3)=[CH:9][NH:8][C:4]=2[N:5]=[CH:6][N:7]=1. The catalyst class is: 7. (3) Reactant: Cl.[C:2]([C:6]1[CH:11]=[C:10]([S:12][CH:13]2[CH2:18][CH2:17][NH:16][CH2:15][CH2:14]2)[CH:9]=[C:8]([C:19]([CH3:22])([CH3:21])[CH3:20])[C:7]=1[OH:23])([CH3:5])([CH3:4])[CH3:3].C(N(CC)CC)C.[CH2:31]([O:33][C:34]([C:36]1[NH:37][C:38]([S:41](Cl)(=[O:43])=[O:42])=[N:39][CH:40]=1)=[O:35])[CH3:32]. Product: [CH2:31]([O:33][C:34]([C:36]1[NH:37][C:38]([S:41]([N:16]2[CH2:17][CH2:18][CH:13]([S:12][C:10]3[CH:9]=[C:8]([C:19]([CH3:22])([CH3:21])[CH3:20])[C:7]([OH:23])=[C:6]([C:2]([CH3:5])([CH3:4])[CH3:3])[CH:11]=3)[CH2:14][CH2:15]2)(=[O:42])=[O:43])=[N:39][CH:40]=1)=[O:35])[CH3:32]. The catalyst class is: 4. (4) Product: [F:1][C:2]1[CH:3]=[CH:4][C:5]([O:10][CH3:11])=[C:6]([CH:9]=1)[CH2:7][OH:8]. The catalyst class is: 8. Reactant: [F:1][C:2]1[CH:3]=[CH:4][C:5]([O:10][CH3:11])=[C:6]([CH:9]=1)[CH:7]=[O:8].[BH4-].[Na+]. (5) Product: [N:49]1[C:58]2[C:53](=[CH:54][CH:55]=[CH:56][CH:57]=2)[CH:52]=[C:51]([C:59]2[CH:60]=[C:61]([NH:65][C:22]([C:17]3[C:18](=[O:21])[O:19][C:20]4[C:15]([CH:16]=3)=[CH:14][CH:13]=[CH:12][C:11]=4[OH:10])=[O:24])[CH:62]=[CH:63][CH:64]=2)[CH:50]=1. Reactant: CCN(C(C)C)C(C)C.[OH:10][C:11]1[CH:12]=[CH:13][CH:14]=[C:15]2[C:20]=1[O:19][C:18](=[O:21])[C:17]([C:22]([OH:24])=O)=[CH:16]2.CN(C(ON1N=NC2C=CC=NC1=2)=[N+](C)C)C.F[P-](F)(F)(F)(F)F.[N:49]1[C:58]2[C:53](=[CH:54][CH:55]=[CH:56][CH:57]=2)[CH:52]=[C:51]([C:59]2[CH:60]=[C:61]([NH2:65])[CH:62]=[CH:63][CH:64]=2)[CH:50]=1. The catalyst class is: 3.